Dataset: Full USPTO retrosynthesis dataset with 1.9M reactions from patents (1976-2016). Task: Predict the reactants needed to synthesize the given product. (1) Given the product [OH:46][CH2:45][C:42]1[CH:43]=[CH:44][C:39]([C:9]2[CH:10]=[C:11]3[C:16](=[C:17]([O:19][CH2:20][O:21][CH2:22][CH2:23][Si:24]([CH3:25])([CH3:26])[CH3:27])[CH:18]=2)[N:15]=[CH:14][N:13]([CH2:28][O:29][CH2:30][CH2:31][Si:32]([CH3:35])([CH3:33])[CH3:34])[C:12]3=[O:36])=[C:40]([CH2:47][O:48][CH3:49])[CH:41]=1, predict the reactants needed to synthesize it. The reactants are: CC1(C)C(C)(C)OB([C:9]2[CH:10]=[C:11]3[C:16](=[C:17]([O:19][CH2:20][O:21][CH2:22][CH2:23][Si:24]([CH3:27])([CH3:26])[CH3:25])[CH:18]=2)[N:15]=[CH:14][N:13]([CH2:28][O:29][CH2:30][CH2:31][Si:32]([CH3:35])([CH3:34])[CH3:33])[C:12]3=[O:36])O1.Br[C:39]1[CH:44]=[CH:43][C:42]([CH2:45][OH:46])=[CH:41][C:40]=1[CH2:47][O:48][CH3:49].C(=O)([O-])[O-].[K+].[K+]. (2) Given the product [C:1]([N:3]=[C:4]([NH:18][C:19]12[CH2:25][C:22]([C:26]([NH2:28])=[O:27])([CH2:21][CH2:20]1)[CH2:23][CH2:24]2)[C:5]([CH3:6])([O:7][C:8]1[CH:9]=[CH:10][CH:11]=[CH:12][CH:13]=1)[CH3:14])#[N:2], predict the reactants needed to synthesize it. The reactants are: [C:1]([N:3]=[C:4](OCC)[C:5]([CH3:14])([O:7][C:8]1[CH:13]=[CH:12][CH:11]=[CH:10][CH:9]=1)[CH3:6])#[N:2].[NH2:18][C:19]12[CH2:25][C:22]([C:26]([NH2:28])=[O:27])([CH2:23][CH2:24]1)[CH2:21][CH2:20]2.